Predict the product of the given reaction. From a dataset of Forward reaction prediction with 1.9M reactions from USPTO patents (1976-2016). (1) Given the reactants Cl[C:2]1[N:11]=[C:10]([NH:12][CH2:13][CH:14]([C:21]2[CH:26]=[CH:25][N:24]=[CH:23][CH:22]=2)[C:15]2[CH:20]=[CH:19][N:18]=[CH:17][CH:16]=2)[C:9]2[C:4](=[CH:5][CH:6]=[CH:7][CH:8]=2)[N:3]=1.[CH3:27][S:28]([NH:31][C:32]1[CH:37]=[CH:36][C:35](B(O)O)=[CH:34][CH:33]=1)(=[O:30])=[O:29].C1(C(C2C=CC=CN=2)CNC2C3C(=CC=CC=3)N=C(C3C=CC(NS(C)(=O)=O)=CC=3)N=2)C=CC=CC=1, predict the reaction product. The product is: [N:18]1[CH:19]=[CH:20][C:15]([CH:14]([C:21]2[CH:26]=[CH:25][N:24]=[CH:23][CH:22]=2)[CH2:13][NH:12][C:10]2[C:9]3[C:4](=[CH:5][CH:6]=[CH:7][CH:8]=3)[N:3]=[C:2]([C:35]3[CH:34]=[CH:33][C:32]([NH:31][S:28]([CH3:27])(=[O:29])=[O:30])=[CH:37][CH:36]=3)[N:11]=2)=[CH:16][CH:17]=1. (2) Given the reactants N1C2C(=CC=CC=2)C=C1.C([N:17]1[C:29]2[C:28]([OH:30])=[C:27]3[N:31](C(OC(C)(C)C)=O)[C:32]4[CH:33]=[CH:34][C:35]([Cl:38])=[CH:36][C:37]=4[C:26]3=[CH:25][C:24]=2[C:23]2[C:18]1=[CH:19][CH:20]=[C:21]([Cl:46])[CH:22]=2)(OC(C)(C)C)=O.O[CH2:48][CH2:49][N:50]1[CH2:54][CH2:53][C@H:52]([NH:55]C(=O)OC(C)(C)C)[CH2:51]1, predict the reaction product. The product is: [Cl:46][C:21]1[CH:22]=[C:23]2[C:18](=[CH:19][CH:20]=1)[NH:17][C:29]1[C:28]([O:30][CH2:48][CH2:49][N:50]3[CH2:54][CH2:53][C@H:52]([NH2:55])[CH2:51]3)=[C:27]3[NH:31][C:32]4[CH:33]=[CH:34][C:35]([Cl:38])=[CH:36][C:37]=4[C:26]3=[CH:25][C:24]2=1. (3) Given the reactants [C:1]([C:5]1[CH:6]=[CH:7][C:8]([O:32][CH3:33])=[C:9]([CH:31]=1)[C:10]([NH:12][CH2:13][CH2:14][C:15]1[CH:16]=[CH:17][C:18]([O:29][CH3:30])=[C:19]([S:21]([NH:24][C:25]([NH:27][CH3:28])=[S:26])(=[O:23])=[O:22])[CH:20]=1)=[O:11])([CH3:4])([CH3:3])[CH3:2].CO.[OH-].[Na+].[Na:38], predict the reaction product. The product is: [Na:38].[C:1]([C:5]1[CH:6]=[CH:7][C:8]([O:32][CH3:33])=[C:9]([CH:31]=1)[C:10]([NH:12][CH2:13][CH2:14][C:15]1[CH:16]=[CH:17][C:18]([O:29][CH3:30])=[C:19]([S:21]([NH:24][C:25]([NH:27][CH3:28])=[S:26])(=[O:22])=[O:23])[CH:20]=1)=[O:11])([CH3:4])([CH3:2])[CH3:3]. (4) Given the reactants ClC(Cl)(O[C:5](=[O:11])OC(Cl)(Cl)Cl)Cl.Cl.[S:14]1[CH:18]=[CH:17][CH:16]=[C:15]1[C:19]1[N:23]=[C:22]([CH:24]2[CH2:29][CH2:28][NH2+:27][CH2:26][CH2:25]2)[O:21][N:20]=1.C(N(CC)CC)C.[CH:37]1([NH2:40])[CH2:39][CH2:38]1, predict the reaction product. The product is: [CH:37]1([NH:40][C:5]([N:27]2[CH2:28][CH2:29][CH:24]([C:22]3[O:21][N:20]=[C:19]([C:15]4[S:14][CH:18]=[CH:17][CH:16]=4)[N:23]=3)[CH2:25][CH2:26]2)=[O:11])[CH2:39][CH2:38]1. (5) Given the reactants [C:1]1([C:7]2[CH:8]=[C:9]3[C:13](=[CH:14][CH:15]=2)[NH:12][C:11](=[O:16])[CH2:10]3)[CH:6]=[CH:5][CH:4]=[CH:3][CH:2]=1.[CH2:17]([N:19]([CH2:35][CH3:36])[CH2:20][CH2:21][CH2:22][NH:23][C:24]([C:26]1[C:30]([CH3:31])=[C:29]([CH:32]=O)[NH:28][C:27]=1[CH3:34])=[O:25])[CH3:18], predict the reaction product. The product is: [CH2:35]([N:19]([CH2:17][CH3:18])[CH2:20][CH2:21][CH2:22][NH:23][C:24]([C:26]1[C:30]([CH3:31])=[C:29]([CH:32]=[C:10]2[C:9]3[C:13](=[CH:14][CH:15]=[C:7]([C:1]4[CH:2]=[CH:3][CH:4]=[CH:5][CH:6]=4)[CH:8]=3)[NH:12][C:11]2=[O:16])[NH:28][C:27]=1[CH3:34])=[O:25])[CH3:36].